This data is from Full USPTO retrosynthesis dataset with 1.9M reactions from patents (1976-2016). The task is: Predict the reactants needed to synthesize the given product. (1) Given the product [CH2:26]([N:2]([CH2:22][CH3:23])[C@@H:3]1[CH2:4][CH2:5][C@H:6]([O:9][C:10]2[CH:11]=[C:12]3[C:17](=[CH:18][C:19]=2[CH3:20])[C:16](=[O:21])[NH:15][CH:14]=[CH:13]3)[CH2:7][CH2:8]1)[CH3:27], predict the reactants needed to synthesize it. The reactants are: Cl.[NH2:2][C@@H:3]1[CH2:8][CH2:7][C@H:6]([O:9][C:10]2[CH:11]=[C:12]3[C:17](=[CH:18][C:19]=2[CH3:20])[C:16](=[O:21])[NH:15][CH:14]=[CH:13]3)[CH2:5][CH2:4]1.[C:22](O)(=O)[CH3:23].[CH:26](=O)[CH3:27].C(O[BH-](OC(=O)C)OC(=O)C)(=O)C.[Na+].[OH-].[Na+]. (2) Given the product [CH3:36][C:31]1[N:30]=[C:29]([C:2]2[CH:3]=[CH:4][C:5]([C@@H:8]([N:10]3[CH2:15][CH2:14][C@@:13]([C:20]4[CH:25]=[CH:24][C:23]([F:26])=[CH:22][CH:21]=4)([CH2:16][CH2:17][CH2:18][OH:19])[O:12][C:11]3=[O:27])[CH3:9])=[CH:6][CH:7]=2)[CH:34]=[C:33]([CH3:35])[N:32]=1, predict the reactants needed to synthesize it. The reactants are: Br[C:2]1[CH:7]=[CH:6][C:5]([C@@H:8]([N:10]2[CH2:15][CH2:14][C@@:13]([C:20]3[CH:25]=[CH:24][C:23]([F:26])=[CH:22][CH:21]=3)([CH2:16][CH2:17][CH2:18][OH:19])[O:12][C:11]2=[O:27])[CH3:9])=[CH:4][CH:3]=1.Br[C:29]1[CH:34]=[C:33]([CH3:35])[N:32]=[C:31]([CH3:36])[N:30]=1.